From a dataset of Retrosynthesis with 50K atom-mapped reactions and 10 reaction types from USPTO. Predict the reactants needed to synthesize the given product. Given the product COc1ccc([C@@H]2CN(C(C)=O)C[C@H]2Cc2cc(F)cc(F)c2OC)cc1OC, predict the reactants needed to synthesize it. The reactants are: CC(=O)Cl.COc1ccc([C@@H]2CNC[C@H]2Cc2cc(F)cc(F)c2OC)cc1OC.